Task: Regression/Classification. Given a drug SMILES string, predict its absorption, distribution, metabolism, or excretion properties. Task type varies by dataset: regression for continuous measurements (e.g., permeability, clearance, half-life) or binary classification for categorical outcomes (e.g., BBB penetration, CYP inhibition). Dataset: cyp2c19_veith.. Dataset: CYP2C19 inhibition data for predicting drug metabolism from PubChem BioAssay (1) The molecule is Cc1ccc(S(=O)(=O)c2c(C)cc(-c3ccccc3)[nH]c2=O)cc1. The result is 1 (inhibitor). (2) The compound is CC[C@H](C)[C@@H]1CN[C@H](C(=O)O)[C@H]1CC(=O)O. The result is 0 (non-inhibitor). (3) The drug is COc1ccc(CN2CCN(C(=O)c3cccs3)CC2)cc1Br. The result is 1 (inhibitor). (4) The molecule is Cc1nnc(NC(=O)c2cccc(NC(=O)C(C)C)c2)s1. The result is 0 (non-inhibitor). (5) The molecule is CC[C@H](Cc1c(I)cc(I)c(N)c1I)C(=O)O. The result is 0 (non-inhibitor). (6) The compound is CC(C)(C)n1nc(C2CC2)cc1NC(=O)Nc1ccc(Cl)cc1. The result is 1 (inhibitor).